This data is from Reaction yield outcomes from USPTO patents with 853,638 reactions. The task is: Predict the reaction yield, written as a fraction of the theoretical maximum amount of product (1.0 means a 100% yield; for example, 0.34 means a 34% yield). (1) The reactants are I[C:2]1[C:3](=[O:30])[C:4]2[CH:5]=[CH:6][N:7]3[C:20](=[O:21])[N:19]([CH2:22][O:23][CH2:24][CH2:25][Si:26]([CH3:29])([CH3:28])[CH3:27])[N:18]=[C:8]3[C:9]=2[O:10][C:11]=1[C:12]1[CH:17]=[CH:16][CH:15]=[CH:14][CH:13]=1.CC1(C)C(C)(C)OB([C:39]2[CH:44]=[CH:43][C:42]([C:45]3([NH:49][S:50]([C:52]([CH3:55])([CH3:54])[CH3:53])=[O:51])[CH2:48][O:47][CH2:46]3)=[CH:41][CH:40]=2)O1.ClCCl.C(=O)([O-])[O-].[Na+].[Na+]. The catalyst is C1C=CC(P(C2C=CC=CC=2)[C-]2C=CC=C2)=CC=1.C1C=CC(P(C2C=CC=CC=2)[C-]2C=CC=C2)=CC=1.Cl[Pd]Cl.[Fe+2].COCCOC. The product is [O:21]=[C:20]1[N:7]2[CH:6]=[CH:5][C:4]3[C:3](=[O:30])[C:2]([C:39]4[CH:40]=[CH:41][C:42]([C:45]5([NH:49][S:50]([C:52]([CH3:55])([CH3:54])[CH3:53])=[O:51])[CH2:48][O:47][CH2:46]5)=[CH:43][CH:44]=4)=[C:11]([C:12]4[CH:17]=[CH:16][CH:15]=[CH:14][CH:13]=4)[O:10][C:9]=3[C:8]2=[N:18][N:19]1[CH2:22][O:23][CH2:24][CH2:25][Si:26]([CH3:29])([CH3:28])[CH3:27]. The yield is 0.700. (2) The reactants are [OH:1][C:2]1[CH:3]=[CH:4][C:5]2[CH2:11][CH:10]([NH:12][C:13]([N:15]3[CH2:20][CH2:19][CH:18]([N:21]4[CH2:30][C:29]5[C:24](=[CH:25][CH:26]=[CH:27][CH:28]=5)[NH:23][C:22]4=[O:31])[CH2:17][CH2:16]3)=[O:14])[C:9](=[O:32])[N:8]([CH3:33])[CH2:7][C:6]=2C=1.CO.CCOCC.S(Cl)([Cl:45])(=O)=O.Cl[CH2:48][Cl:49]. No catalyst specified. The product is [Cl:45][C:3]1[C:2]([OH:1])=[C:48]([Cl:49])[C:6]2[CH2:7][N:8]([CH3:33])[C:9](=[O:32])[CH:10]([NH:12][C:13]([N:15]3[CH2:20][CH2:19][CH:18]([N:21]4[CH2:30][C:29]5[C:24](=[CH:25][CH:26]=[CH:27][CH:28]=5)[NH:23][C:22]4=[O:31])[CH2:17][CH2:16]3)=[O:14])[CH2:11][C:5]=2[CH:4]=1. The yield is 0.580.